From a dataset of Reaction yield outcomes from USPTO patents with 853,638 reactions. Predict the reaction yield, written as a fraction of the theoretical maximum amount of product (1.0 means a 100% yield; for example, 0.34 means a 34% yield). (1) The reactants are [CH3:1][NH:2][N:3]=[CH:4][C:5](=[O:7])[CH3:6].[CH2:8]([C:10]1[CH:15]=[CH:14][C:13]([C:16](=O)[CH:17]=[O:18])=[CH:12][CH:11]=1)[CH3:9].C(Cl)(Cl)Cl.CCCCCC.C(OCC)(=O)C. The catalyst is C(O)(=O)C. The product is [CH2:8]([C:10]1[CH:15]=[CH:14][C:13]([C:16]2[N:2]([CH3:1])[N:3]=[C:4]([C:5](=[O:7])[CH3:6])[C:17]=2[OH:18])=[CH:12][CH:11]=1)[CH3:9]. The yield is 0.0800. (2) The product is [NH2:22][C:18]1[CH:17]=[C:16]([NH:15][C:13]2[N:14]=[C:9]([NH:8][CH2:7][C:5]3[O:6][C:2]([CH3:1])=[CH:3][CH:4]=3)[N:10]=[C:11]([O:25][CH2:26][C:27]([F:28])([F:29])[F:30])[N:12]=2)[CH:21]=[CH:20][CH:19]=1. The yield is 0.670. The catalyst is C(O)C.O.[Ni]. The reactants are [CH3:1][C:2]1[O:6][C:5]([CH2:7][NH:8][C:9]2[N:14]=[C:13]([NH:15][C:16]3[CH:21]=[CH:20][CH:19]=[C:18]([N+:22]([O-])=O)[CH:17]=3)[N:12]=[C:11]([O:25][CH2:26][C:27]([F:30])([F:29])[F:28])[N:10]=2)=[CH:4][CH:3]=1.O.NN. (3) The reactants are [NH2:1][C:2]1[CH:7]=[CH:6][C:5]([N:8]2[CH2:13][CH2:12][CH2:11][CH2:10][CH2:9]2)=[CH:4][CH:3]=1.[CH:14]1([N:19]2[C:24]3=[N:25][C:26](S(C)=O)=[N:27][CH:28]=[C:23]3[CH2:22][NH:21][C:20]2=[O:32])[CH2:18][CH2:17][CH2:16][CH2:15]1.C12(CS(O)(=O)=O)C(C)(C)C(CC1)CC2=O.O1CCOCC1. The catalyst is C(Cl)(Cl)Cl.C(OCC)(=O)C. The product is [CH:14]1([N:19]2[C:24]3=[N:25][C:26]([NH:1][C:2]4[CH:3]=[CH:4][C:5]([N:8]5[CH2:13][CH2:12][CH2:11][CH2:10][CH2:9]5)=[CH:6][CH:7]=4)=[N:27][CH:28]=[C:23]3[CH2:22][NH:21][C:20]2=[O:32])[CH2:15][CH2:16][CH2:17][CH2:18]1. The yield is 0.240. (4) The reactants are [C:1]([O:5][C:6]([N:8]([CH2:10][C:11]([OH:13])=O)[CH3:9])=[O:7])([CH3:4])([CH3:3])[CH3:2].CCN(CC)CC.ClC(OCC(C)C)=O.Cl.[CH2:30]([O:32][C:33](=[O:37])[CH2:34][NH:35][CH3:36])[CH3:31]. The catalyst is C(Cl)Cl. The product is [CH2:30]([O:32][C:33](=[O:37])[CH2:34][NH:35][CH2:36][C:11](=[O:13])[CH2:10][N:8]([C:6]([O:5][C:1]([CH3:2])([CH3:3])[CH3:4])=[O:7])[CH3:9])[CH3:31]. The yield is 0.220. (5) The reactants are Cl.[CH3:2][O:3][C:4]([C:7]1[N:11]([CH2:12][CH:13]2[CH2:18][CH2:17][O:16][CH2:15][CH2:14]2)[C:10]2[CH:19]=[CH:20][C:21]([NH:23][CH3:24])=[CH:22][C:9]=2[N:8]=1)([CH3:6])[CH3:5].[N+:25]([C:28]1[CH:33]=[CH:32][C:31]([S:34](Cl)(=[O:36])=[O:35])=[CH:30][CH:29]=1)([O-:27])=[O:26]. The catalyst is CN(C1C=CN=CC=1)C.CC#N. The product is [CH3:2][O:3][C:4]([C:7]1[N:11]([CH2:12][CH:13]2[CH2:18][CH2:17][O:16][CH2:15][CH2:14]2)[C:10]2[CH:19]=[CH:20][C:21]([N:23]([CH3:24])[S:34]([C:31]3[CH:30]=[CH:29][C:28]([N+:25]([O-:27])=[O:26])=[CH:33][CH:32]=3)(=[O:35])=[O:36])=[CH:22][C:9]=2[N:8]=1)([CH3:6])[CH3:5]. The yield is 0.550. (6) The yield is 0.820. The product is [CH3:1][C:2]1[CH:7]=[CH:6][C:5]([S:8][C:9]2[CH:10]=[CH:11][CH:12]=[CH:13][CH:14]=2)=[C:4]([NH2:15])[CH:3]=1. The reactants are [CH3:1][C:2]1[CH:7]=[CH:6][C:5]([S:8][C:9]2[CH:14]=[CH:13][CH:12]=[CH:11][CH:10]=2)=[C:4]([N+:15]([O-])=O)[CH:3]=1.Cl[Sn]Cl. The catalyst is CCO. (7) The reactants are [C:1]([C:3]1[CH:8]=[CH:7][C:6]([OH:9])=[CH:5][N:4]=1)#[N:2].[CH3:10]N(C=O)C.C([O-])([O-])=O.[K+].[K+].CI. The catalyst is O. The product is [C:1]([C:3]1[CH:8]=[CH:7][C:6]([O:9][CH3:10])=[CH:5][N:4]=1)#[N:2]. The yield is 0.780. (8) The reactants are [H-].[Na+].[CH3:3][O:4][C:5]1[CH:14]=[CH:13][CH:12]=[C:11]2[C:6]=1[C:7](=[O:15])[NH:8][CH:9]=[N:10]2.[C:16]([O:22][CH2:23]Cl)(=[O:21])[C:17]([CH3:20])([CH3:19])[CH3:18]. The catalyst is CN(C=O)C. The product is [C:16]([O:22][CH2:23][N:8]1[C:7](=[O:15])[C:6]2[C:11](=[CH:12][CH:13]=[CH:14][C:5]=2[O:4][CH3:3])[N:10]=[CH:9]1)(=[O:21])[C:17]([CH3:20])([CH3:19])[CH3:18]. The yield is 0.900. (9) The reactants are [CH:1]1([N:4]2[CH2:9][CH2:8][C:7]([S:20]([C:23]3[CH:28]=[CH:27][C:26]([C:29]4[CH:34]=[CH:33][C:32]([O:35][C:36]([F:41])([F:40])[CH:37]([F:39])[F:38])=[CH:31][CH:30]=4)=[CH:25][CH:24]=3)(=[O:22])=[O:21])([C:10]([NH:12][O:13]C3CCCCO3)=[O:11])[CH2:6][CH2:5]2)[CH2:3][CH2:2]1.CO.[ClH:44]. The catalyst is O1CCOCC1. The product is [ClH:44].[OH:13][NH:12][C:10]([C:7]1([S:20]([C:23]2[CH:24]=[CH:25][C:26]([C:29]3[CH:34]=[CH:33][C:32]([O:35][C:36]([F:41])([F:40])[CH:37]([F:39])[F:38])=[CH:31][CH:30]=3)=[CH:27][CH:28]=2)(=[O:22])=[O:21])[CH2:6][CH2:5][N:4]([CH:1]2[CH2:3][CH2:2]2)[CH2:9][CH2:8]1)=[O:11]. The yield is 0.780.